From a dataset of Reaction yield outcomes from USPTO patents with 853,638 reactions. Predict the reaction yield, written as a fraction of the theoretical maximum amount of product (1.0 means a 100% yield; for example, 0.34 means a 34% yield). (1) The reactants are [NH2:1][C:2]1[CH:3]=[C:4]([CH:21]=[CH:22][CH:23]=1)[O:5][C:6]1[CH:7]=[CH:8][C:9]2[N:10]([CH:12]=[C:13]([NH:15][C:16]([CH:18]3[CH2:20][CH2:19]3)=[O:17])[N:14]=2)[N:11]=1.[CH3:24][C:25]1[N:30]=[C:29]([C:31](O)=[O:32])[CH:28]=[CH:27][CH:26]=1.Cl.CN(C)CCCN=C=NCC.ON1C2C=CC=CC=2N=N1.C(N(CC)CC)C. The catalyst is CN(C)C=O. The product is [CH:18]1([C:16]([NH:15][C:13]2[N:14]=[C:9]3[CH:8]=[CH:7][C:6]([O:5][C:4]4[CH:3]=[C:2]([NH:1][C:31]([C:29]5[CH:28]=[CH:27][CH:26]=[C:25]([CH3:24])[N:30]=5)=[O:32])[CH:23]=[CH:22][CH:21]=4)=[N:11][N:10]3[CH:12]=2)=[O:17])[CH2:20][CH2:19]1. The yield is 0.720. (2) The reactants are [CH3:1][O:2][C:3](=[O:15])[CH2:4][CH:5]([NH2:14])[C:6]1[CH:11]=[C:10]([F:12])[CH:9]=[C:8]([Br:13])[CH:7]=1.O=C1CCC(=O)N1[O:23][C:24]([C@@H:26]1[CH2:31][CH2:30][CH2:29][N:28]([C:32](=[O:48])[CH2:33][CH2:34][CH:35]2[CH2:40][CH2:39][N:38]([C:41]([O:43][C:44]([CH3:47])([CH3:46])[CH3:45])=[O:42])[CH2:37][CH2:36]2)[CH2:27]1)=O.C(N(CC)CC)C.[Cl-].[NH4+]. The catalyst is CN(C)C=O.ClCCl. The product is [Br:13][C:8]1[CH:7]=[C:6]([CH:5]([NH:14][C:24]([C@@H:26]2[CH2:31][CH2:30][CH2:29][N:28]([C:32](=[O:48])[CH2:33][CH2:34][CH:35]3[CH2:40][CH2:39][N:38]([C:41]([O:43][C:44]([CH3:46])([CH3:45])[CH3:47])=[O:42])[CH2:37][CH2:36]3)[CH2:27]2)=[O:23])[CH2:4][C:3]([O:2][CH3:1])=[O:15])[CH:11]=[C:10]([F:12])[CH:9]=1. The yield is 1.25. (3) The reactants are C([N:8]1[CH2:13][CH2:12][CH:11]([NH:14][C:15]2[CH:20]=[C:19]([O:21][CH3:22])[CH:18]=[CH:17][C:16]=2[C:23]2[NH:32][C:31](=[O:33])[C:30]3[C:25](=[CH:26][C:27]([O:36][CH3:37])=[CH:28][C:29]=3[O:34][CH3:35])[N:24]=2)[CH2:10][CH2:9]1)C1C=CC=CC=1. The catalyst is C1COCC1.C(O)C.[Pd]. The product is [CH3:35][O:34][C:29]1[CH:28]=[C:27]([O:36][CH3:37])[CH:26]=[C:25]2[C:30]=1[C:31](=[O:33])[NH:32][C:23]([C:16]1[CH:17]=[CH:18][C:19]([O:21][CH3:22])=[CH:20][C:15]=1[NH:14][CH:11]1[CH2:10][CH2:9][NH:8][CH2:13][CH2:12]1)=[N:24]2. The yield is 0.170. (4) The yield is 0.470. The reactants are [Cl:1][C:2]1[CH:7]=[CH:6][CH:5]=[CH:4][C:3]=1[CH2:8][O:9][C:10]1[C:15]([O:16][CH2:17][C:18]2[CH:23]=[CH:22][CH:21]=[CH:20][C:19]=2[Cl:24])=[CH:14][CH:13]=[CH:12][C:11]=1[CH:25](O)[C:26]([OH:28])=[O:27].C(N(S(F)(F)[F:36])CC)C. The catalyst is C(Cl)Cl. The product is [Cl:1][C:2]1[CH:7]=[CH:6][CH:5]=[CH:4][C:3]=1[CH2:8][O:9][C:10]1[C:15]([O:16][CH2:17][C:18]2[CH:23]=[CH:22][CH:21]=[CH:20][C:19]=2[Cl:24])=[CH:14][CH:13]=[CH:12][C:11]=1[CH:25]([F:36])[C:26]([OH:28])=[O:27].